Task: Predict the product of the given reaction.. Dataset: Forward reaction prediction with 1.9M reactions from USPTO patents (1976-2016) (1) Given the reactants [CH:1]12[CH2:10][CH:5]3[CH2:6][CH:7]([CH2:9][CH:3]([CH2:4]3)[CH:2]1[NH:11][C:12]([C:14]1[CH:15]=[N:16][N:17]([C:20]3[CH:25]=[CH:24][CH:23]=[CH:22][CH:21]=3)[C:18]=1Cl)=[O:13])[CH2:8]2.[CH3:26][CH:27]1[CH2:31][CH2:30][CH2:29][NH:28]1, predict the reaction product. The product is: [CH:1]12[CH2:10][CH:5]3[CH2:6][CH:7]([CH2:9][CH:3]([CH2:4]3)[CH:2]1[NH:11][C:12]([C:14]1[CH:15]=[N:16][N:17]([C:20]3[CH:25]=[CH:24][CH:23]=[CH:22][CH:21]=3)[C:18]=1[N:28]1[CH2:29][CH2:30][CH2:31][CH:27]1[CH3:26])=[O:13])[CH2:8]2. (2) Given the reactants S(C1C=CC(C)=CC=1)([O-])(=O)=O.[CH3:12][NH2:13].[ClH:14].[CH:15]([OH:18])([CH3:17])[CH3:16].[CH2:19]([OH:21])[CH3:20], predict the reaction product. The product is: [ClH:14].[O:18]1[CH2:20][CH2:19][O:21][CH2:16][CH:15]1[CH2:17][NH:13][CH3:12]. (3) Given the reactants [Br:1][C:2]1[CH:7]=[C:6](B(O)O)[C:5]([O:11][CH3:12])=[CH:4][N:3]=1.[N:13]([C:22]([O:24][C:25]([CH3:28])([CH3:27])[CH3:26])=[O:23])=[N:14][C:15]([O:17][C:18]([CH3:21])([CH3:20])[CH3:19])=[O:16], predict the reaction product. The product is: [CH3:28][C:25]([O:24][C:22]([N:13]([C:6]1[C:5]([O:11][CH3:12])=[CH:4][N:3]=[C:2]([Br:1])[CH:7]=1)[NH:14][C:15]([O:17][C:18]([CH3:21])([CH3:20])[CH3:19])=[O:16])=[O:23])([CH3:26])[CH3:27]. (4) The product is: [Br:34][C:14]1[C:12]2[N:13]=[C:8]([N:5]3[CH2:6][CH2:7][C:2]([OH:1])([CH2:32][OH:33])[CH2:3][CH2:4]3)[N:9]=[C:10]([NH:19][C:20]3[CH:25]=[CH:24][C:23]([O:26][CH3:27])=[C:22]([C:28]([F:30])([F:29])[F:31])[CH:21]=3)[C:11]=2[C:17](=[O:18])[NH:16][CH:15]=1. Given the reactants [OH:1][C:2]1([CH2:32][OH:33])[CH2:7][CH2:6][N:5]([C:8]2[N:9]=[C:10]([NH:19][C:20]3[CH:25]=[CH:24][C:23]([O:26][CH3:27])=[C:22]([C:28]([F:31])([F:30])[F:29])[CH:21]=3)[C:11]3[C:17](=[O:18])[NH:16][CH:15]=[CH:14][C:12]=3[N:13]=2)[CH2:4][CH2:3]1.[Br:34]N1C(=O)CCC1=O, predict the reaction product. (5) Given the reactants [F:1][C:2]([C:5]1[N:10]=[CH:9][C:8]([CH:11]=C)=[CH:7][N:6]=1)([F:4])[CH3:3].N1C(C)=CC=CC=1C.C1C[O:24]CC1, predict the reaction product. The product is: [F:1][C:2]([C:5]1[N:10]=[CH:9][C:8]([CH:11]=[O:24])=[CH:7][N:6]=1)([F:4])[CH3:3].